From a dataset of CYP2C19 inhibition data for predicting drug metabolism from PubChem BioAssay. Regression/Classification. Given a drug SMILES string, predict its absorption, distribution, metabolism, or excretion properties. Task type varies by dataset: regression for continuous measurements (e.g., permeability, clearance, half-life) or binary classification for categorical outcomes (e.g., BBB penetration, CYP inhibition). Dataset: cyp2c19_veith. (1) The molecule is CN(C)c1ccc(-c2cncnc2NCCN2CCOCC2)cc1. The result is 1 (inhibitor). (2) The compound is O=C(c1ccc(OCCN2CCCCC2)cc1)c1c(-c2ccc(O)cc2)sc2cc(O)ccc12. The result is 1 (inhibitor). (3) The drug is C#CCCCO/N=C1\[C@@H]2CCn3c(=O)n([C@@H](CC)c4ccccc4)c(=O)n3[C@H]2[C@H](O)[C@H]2O[C@H]12. The result is 0 (non-inhibitor). (4) The molecule is CC(C)N1CCN(c2ccncc2S(=O)(=O)N2CCCCC2)CC1. The result is 0 (non-inhibitor). (5) The molecule is Cc1ccc(NC(=S)N2CCN(C3CCCCC3)CC2)cc1. The result is 1 (inhibitor). (6) The molecule is CN1CCN(CCCBr)CC1. The result is 0 (non-inhibitor). (7) The compound is CCCC[C@@H]1C[C@H]1C(NC(=O)c1ccco1)c1ccc(Cl)cc1. The result is 1 (inhibitor). (8) The molecule is COC(=O)[C@@]1(Cc2ccccc2)[C@H]2c3cc(C(=O)N4CCCC4)[nH]c3C[C@H]2CN1C(=O)c1ccccc1. The result is 1 (inhibitor). (9) The result is 0 (non-inhibitor). The molecule is CCN(CC)C[C@@H]1CCCCN1CC(=O)N1c2ccccc2C(=O)Nc2cccnc21.